From a dataset of Forward reaction prediction with 1.9M reactions from USPTO patents (1976-2016). Predict the product of the given reaction. (1) Given the reactants [F:1][C:2]([F:30])([F:29])[C:3]1[CH:4]=[C:5]2[C:10](=[CH:11][CH:12]=1)[N:9]1[C:13]([C:16]#[C:17]C(=O)C(C)(C)C)=[CH:14]N=[C:8]1[C:7]([NH:24][CH2:25][CH2:26][CH2:27][OH:28])=[N:6]2.[Si](C=[N+]=[N-])(C)(C)[CH3:32].[Cl-:38].[NH4+:39].[O:40]1[CH2:44][CH2:43][CH2:42][CH2:41]1, predict the reaction product. The product is: [Cl:38][C:17]#[C:16][C:13]1[N:9]2[C:10]3[C:5]([N:6]=[C:7]([NH:24][CH2:25][CH2:26][CH2:27][O:28][CH:44]4[CH2:43][CH2:42][CH2:41][CH2:32][O:40]4)[C:8]2=[N:39][CH:14]=1)=[CH:4][C:3]([C:2]([F:30])([F:1])[F:29])=[CH:12][CH:11]=3. (2) The product is: [CH3:21][O:20][C:10]1[CH:9]=[C:8]2[C:13]([CH:14]=[C:5]([C:3]([OH:4])=[O:2])[C:6](=[O:22])[NH:7]2)=[CH:12][C:11]=1[O:15][CH2:16][CH2:17][O:18][CH3:19]. Given the reactants C[O:2][C:3]([C:5]1[C:6](=[O:22])[NH:7][C:8]2[C:13]([CH:14]=1)=[CH:12][C:11]([O:15][CH2:16][CH2:17][O:18][CH3:19])=[C:10]([O:20][CH3:21])[CH:9]=2)=[O:4].[OH-].[Na+].O, predict the reaction product. (3) Given the reactants [Cl:1][C:2]1[C:3]([F:31])=[C:4]([CH:8]2[C:12]([C:15]3[CH:20]=[CH:19][C:18]([Cl:21])=[CH:17][C:16]=3[F:22])([C:13]#[N:14])[CH:11]([CH2:23][C:24]([CH3:27])([CH3:26])[CH3:25])[NH:10][CH:9]2[C:28](N)=[O:29])[CH:5]=[CH:6][CH:7]=1.CC[N:34](C(C)C)C(C)C.C1(P(Cl)(C2C=CC=CC=2)=O)C=CC=CC=1.N[C:57]1[CH:66]=[CH:65][C:60]([C:61]([O:63][CH3:64])=[O:62])=[CH:59][C:58]=1[O:67][CH3:68], predict the reaction product. The product is: [CH3:64][O:63][C:61](=[O:62])[C:60]1[CH:65]=[CH:66][C:57]([C:28]([C@H:9]2[C@H:8]([C:4]3[CH:5]=[CH:6][CH:7]=[C:2]([Cl:1])[C:3]=3[F:31])[C@:12]([C:15]3[CH:20]=[CH:19][C:18]([Cl:21])=[CH:17][C:16]=3[F:22])([C:13]#[N:14])[C@H:11]([CH2:23][C:24]([CH3:26])([CH3:25])[CH3:27])[NH:10]2)=[O:29])=[C:58]([O:67][CH3:68])[C:59]=1[NH2:34]. (4) Given the reactants [I:1]N1C(=O)CCC1=O.[F:9][C:10]1[CH:15]=[CH:14][C:13]([C:16]2[CH:17]=[CH:18][C:19]3[N:20]([N:22]=[CH:23][CH:24]=3)[CH:21]=2)=[CH:12][CH:11]=1, predict the reaction product. The product is: [F:9][C:10]1[CH:11]=[CH:12][C:13]([C:16]2[CH:17]=[CH:18][C:19]3[N:20]([N:22]=[CH:23][C:24]=3[I:1])[CH:21]=2)=[CH:14][CH:15]=1.